Task: Predict the reaction yield, written as a fraction of the theoretical maximum amount of product (1.0 means a 100% yield; for example, 0.34 means a 34% yield).. Dataset: Reaction yield outcomes from USPTO patents with 853,638 reactions (1) The reactants are [OH:1][C:2]1[CH:11]=[C:10]([O:12][CH3:13])[C:9]2[C:4](=[CH:5][CH:6]=[CH:7][CH:8]=2)[N:3]=1.[F:14][C:15]([F:28])([F:27])[S:16](O[S:16]([C:15]([F:28])([F:27])[F:14])(=[O:18])=[O:17])(=[O:18])=[O:17]. The catalyst is N1C=CC=CC=1. The product is [CH3:13][O:12][C:10]1[C:9]2[C:4](=[CH:5][CH:6]=[CH:7][CH:8]=2)[N:3]=[C:2]([O:1][S:16]([C:15]([F:28])([F:27])[F:14])(=[O:18])=[O:17])[CH:11]=1. The yield is 0.870. (2) The reactants are [CH3:1][S:2](Cl)(=[O:4])=[O:3].[OH:6][CH2:7][CH2:8][O:9][CH:10]1[CH2:27][CH2:26][C:13]2([CH2:18][CH2:17][N:16]([C:19]([O:21][C:22]([CH3:25])([CH3:24])[CH3:23])=[O:20])[CH2:15][CH2:14]2)[CH2:12][CH2:11]1.CCN(CC)CC. No catalyst specified. The product is [CH3:1][S:2]([O:6][CH2:7][CH2:8][O:9][CH:10]1[CH2:27][CH2:26][C:13]2([CH2:14][CH2:15][N:16]([C:19]([O:21][C:22]([CH3:23])([CH3:24])[CH3:25])=[O:20])[CH2:17][CH2:18]2)[CH2:12][CH2:11]1)(=[O:4])=[O:3]. The yield is 0.990. (3) The catalyst is O.C(O)(=O)C. The yield is 0.780. The reactants are [N:1]([O-])=O.[Na+].[NH2:5][C:6]1[C:11]([NH2:12])=[CH:10][N:9]=[C:8]([C:13]([O:15][CH3:16])=[O:14])[CH:7]=1. The product is [N:5]1[C:6]2[CH:7]=[C:8]([C:13]([O:15][CH3:16])=[O:14])[N:9]=[CH:10][C:11]=2[NH:12][N:1]=1.